This data is from Peptide-MHC class II binding affinity with 134,281 pairs from IEDB. The task is: Regression. Given a peptide amino acid sequence and an MHC pseudo amino acid sequence, predict their binding affinity value. This is MHC class II binding data. (1) The peptide sequence is HVQDCDESVLTRLEA. The MHC is DRB1_1301 with pseudo-sequence DRB1_1301. The binding affinity (normalized) is 0.303. (2) The peptide sequence is INVGFKAAVAAAASV. The MHC is HLA-DQA10501-DQB10201 with pseudo-sequence HLA-DQA10501-DQB10201. The binding affinity (normalized) is 0.309. (3) The peptide sequence is GLFGGLNWITKVIMG. The MHC is DRB1_0801 with pseudo-sequence DRB1_0801. The binding affinity (normalized) is 0.531. (4) The peptide sequence is EATTDGLGWYKIEID. The MHC is HLA-DQA10201-DQB10202 with pseudo-sequence HLA-DQA10201-DQB10202. The binding affinity (normalized) is 0.501. (5) The peptide sequence is YATFFIKANSKFIGITE. The MHC is HLA-DPA10301-DPB10402 with pseudo-sequence HLA-DPA10301-DPB10402. The binding affinity (normalized) is 0.352. (6) The MHC is DRB1_0101 with pseudo-sequence DRB1_0101. The peptide sequence is SMSYEDQDALFAYTK. The binding affinity (normalized) is 0.917. (7) The peptide sequence is KKAAAAAAAAAAPK. The MHC is H-2-IAs with pseudo-sequence H-2-IAs. The binding affinity (normalized) is 0.254.